From a dataset of Full USPTO retrosynthesis dataset with 1.9M reactions from patents (1976-2016). Predict the reactants needed to synthesize the given product. (1) Given the product [Cl:34][C:35]1[CH:43]=[CH:42][CH:41]=[C:40]([F:44])[C:36]=1[C:37]([NH:1][C:2]1[CH:24]=[CH:23][C:5]2[O:6][C@@H:7]([CH2:21][OH:22])[CH2:8][N:9]([S:10]([C:13]3[CH:20]=[CH:19][CH:18]=[C:15]([C:16]#[N:17])[CH:14]=3)(=[O:12])=[O:11])[C:4]=2[CH:3]=1)=[O:38], predict the reactants needed to synthesize it. The reactants are: [NH2:1][C:2]1[CH:24]=[CH:23][C:5]2[O:6][C@@H:7]([CH2:21][OH:22])[CH2:8][N:9]([S:10]([C:13]3[CH:14]=[C:15]([CH:18]=[CH:19][CH:20]=3)[C:16]#[N:17])(=[O:12])=[O:11])[C:4]=2[CH:3]=1.C(N(CC)C(C)C)(C)C.[Cl:34][C:35]1[CH:43]=[CH:42][CH:41]=[C:40]([F:44])[C:36]=1[C:37](Cl)=[O:38]. (2) Given the product [ClH:1].[Cl:1][C:11]1[CH:10]=[CH:9][C:8]2[N:7]([CH2:15][C:16]([O:18][CH2:19][CH3:20])=[O:17])[C:6]3[CH2:5][CH2:4][NH:3][CH2:2][C:14]=3[C:13]=2[CH:12]=1, predict the reactants needed to synthesize it. The reactants are: [ClH:1].[CH2:2]1[C:14]2[C:13]3[CH:12]=[CH:11][CH:10]=[CH:9][C:8]=3[N:7]([CH2:15][C:16]([O:18][CH2:19][CH3:20])=[O:17])[C:6]=2[CH2:5][CH2:4][NH:3]1.C1(NN)C=CC=CC=1. (3) Given the product [ClH:53].[ClH:53].[NH2:20][C@@H:21]([CH3:31])[CH2:22][CH2:23][NH:24][CH2:25][C:26]1[S:27][CH:28]=[CH:29][N:30]=1.[F:1][C:2]1[CH:7]=[C:6]([F:8])[CH:5]=[CH:4][C:3]=1[CH2:9][NH:10][C:11]([C:13]1[C:14](=[O:36])[C:15]([OH:35])=[C:16]2[C:32](=[O:33])[N:20]3[C@@H:21]([CH3:31])[CH2:22][CH2:23][N:24]([CH2:25][C:26]4[S:27][CH:28]=[CH:29][N:30]=4)[C@@H:19]3[CH2:18][N:17]2[CH:34]=1)=[O:12].[F:1][C:2]1[CH:7]=[C:6]([F:8])[CH:5]=[CH:4][C:3]=1[CH2:9][NH:10][C:11]([C:13]1[C:14](=[O:36])[C:15]([O:52][CH2:49][C:50]2[CH:48]=[CH:38][CH:39]=[CH:40][CH:54]=2)=[C:16]2[C:32](=[O:33])[N:20]3[C@@H:21]([CH3:31])[CH2:22][CH2:23][N:24]([CH2:25][C:26]4[S:27][CH:28]=[CH:29][N:30]=4)[C@@H:19]3[CH2:18][N:17]2[CH:34]=1)=[O:12], predict the reactants needed to synthesize it. The reactants are: [F:1][C:2]1[CH:7]=[C:6]([F:8])[CH:5]=[CH:4][C:3]=1[CH2:9][NH:10][C:11]([C:13]1[C:14](=[O:36])[C:15]([OH:35])=[C:16]2[C:32](=[O:33])[N:20]3[C@@H:21]([CH3:31])[CH2:22][CH2:23][N:24]([CH2:25][C:26]4[S:27][CH:28]=[CH:29][N:30]=4)[C@@H:19]3[CH2:18][N:17]2[CH:34]=1)=[O:12].N[C@@H:38]([CH3:48])[CH2:39][CH2:40]NCC1SC=CN=1.[C:49]([OH:52])(=O)[CH3:50].[Cl:53][CH2:54]Cl. (4) The reactants are: O[C:2]1[CH:17]=[C:16]([OH:18])[CH:15]=[CH:14][C:3]=1[C:4]([C:6]1[CH:11]=[CH:10][C:9]([OH:12])=[CH:8][C:7]=1[OH:13])=O.C([O-])(=O)C.[Na+].Cl.[C:25]([C:27]1[CH:32]=[CH:31][C:30]([NH:33][NH2:34])=[CH:29][CH:28]=1)#[N:26]. Given the product [OH:13][C:7]1[CH:8]=[C:9]([OH:12])[CH:10]=[CH:11][C:6]=1[C:4]1[C:3]2[C:2](=[CH:17][C:16]([OH:18])=[CH:15][CH:14]=2)[N:33]([C:30]2[CH:31]=[CH:32][C:27]([C:25]#[N:26])=[CH:28][CH:29]=2)[N:34]=1, predict the reactants needed to synthesize it. (5) Given the product [O:13]1[CH:15]=[N:11][C:10]([C:7]2([NH:6][S:4]([C:2]([CH3:14])([CH3:1])[CH3:3])=[O:5])[CH2:9][CH2:8]2)=[N:12]1, predict the reactants needed to synthesize it. The reactants are: [CH3:1][C:2]([CH3:14])([S:4]([NH:6][C:7]1(/[C:10](=[N:12]/[OH:13])/[NH2:11])[CH2:9][CH2:8]1)=[O:5])[CH3:3].[CH2:15](OC(OCC)OCC)C.